From a dataset of Full USPTO retrosynthesis dataset with 1.9M reactions from patents (1976-2016). Predict the reactants needed to synthesize the given product. (1) Given the product [F:8][C:6]1[CH:7]=[C:2]([C:32]2[CH:33]=[N:28][CH:29]=[N:30][CH:31]=2)[CH:3]=[C:4]([F:27])[C:5]=1[C:9]1[C:10](=[O:26])[CH:11]=[CH:12][N:13]2[C:18]=1[CH:17]=[CH:16][CH:15]=[C:14]2[C:19]1[CH:24]=[CH:23][C:22]([F:25])=[CH:21][CH:20]=1, predict the reactants needed to synthesize it. The reactants are: Br[C:2]1[CH:7]=[C:6]([F:8])[C:5]([C:9]2[C:10](=[O:26])[CH:11]=[CH:12][N:13]3[C:18]=2[CH:17]=[CH:16][CH:15]=[C:14]3[C:19]2[CH:24]=[CH:23][C:22]([F:25])=[CH:21][CH:20]=2)=[C:4]([F:27])[CH:3]=1.[N:28]1[CH:33]=[C:32](B(O)O)[CH:31]=[N:30][CH:29]=1.CCO.C([O-])([O-])=O.[Na+].[Na+]. (2) Given the product [CH3:9][C:10]1[CH:11]=[CH:12][C:13]([C:14]([NH:16][CH:17]([NH:22][C:23]([NH:4][C:3]2[CH:5]=[CH:6][CH:7]=[CH:8][C:2]=2[F:1])=[O:24])[C:18]([Cl:21])([Cl:20])[Cl:19])=[O:15])=[CH:25][CH:26]=1, predict the reactants needed to synthesize it. The reactants are: [F:1][C:2]1[CH:8]=[CH:7][CH:6]=[CH:5][C:3]=1[NH2:4].[CH3:9][C:10]1[CH:26]=[CH:25][C:13]([C:14]([NH:16][CH:17]([N:22]=[C:23]=[O:24])[C:18]([Cl:21])([Cl:20])[Cl:19])=[O:15])=[CH:12][CH:11]=1. (3) Given the product [Cl:29][C:11]1[C:10](=[O:12])[N:9]([C:13]2[CH:14]=[C:15]([CH:19]=[CH:20][C:21]=2[CH3:22])[C:16]([OH:18])=[O:17])[C:8]([CH3:23])=[N:7][C:6]=1[O:5][CH2:4][C:3]1[CH:24]=[CH:25][C:26]([F:28])=[CH:27][C:2]=1[F:1], predict the reactants needed to synthesize it. The reactants are: [F:1][C:2]1[CH:27]=[C:26]([F:28])[CH:25]=[CH:24][C:3]=1[CH2:4][O:5][C:6]1[N:7]=[C:8]([CH3:23])[N:9]([C:13]2[CH:14]=[C:15]([CH:19]=[CH:20][C:21]=2[CH3:22])[C:16]([OH:18])=[O:17])[C:10](=[O:12])[CH:11]=1.[Cl:29]N1C(=O)CCC1=O.ClC(Cl)C(O)=O. (4) Given the product [Br:25][C:26]1[CH:33]=[CH:32][CH:31]=[CH:30][C:27]=1[CH2:28][N:1]1[CH2:6][CH2:5][O:4][CH2:3][CH2:2]1, predict the reactants needed to synthesize it. The reactants are: [NH:1]1[CH2:6][CH2:5][O:4][CH2:3][CH2:2]1.[H-].[Na+].N[C@H](C(O)=O)CC1C=C2C(C=CC=C2)=CC=1.[Br:25][C:26]1[CH:33]=[CH:32][CH:31]=[CH:30][C:27]=1[CH2:28]Br.